From a dataset of Full USPTO retrosynthesis dataset with 1.9M reactions from patents (1976-2016). Predict the reactants needed to synthesize the given product. (1) Given the product [C:18]([N:11]1[CH2:12][CH2:13][CH:14]2[NH:8][CH:9]([CH2:17][CH2:16][CH2:15]2)[CH2:10]1)(=[O:21])[CH2:19][CH3:20], predict the reactants needed to synthesize it. The reactants are: C([N:8]1[CH:14]2[CH2:15][CH2:16][CH2:17][CH:9]1[CH2:10][N:11]([C:18](=[O:21])[CH2:19][CH3:20])[CH2:12][CH2:13]2)C1C=CC=CC=1. (2) The reactants are: [C:1]([NH:9][CH:10]([C:18]1[CH:23]=[CH:22][CH:21]=[CH:20][CH:19]=1)[CH:11]([OH:17])[C:12]([O:14][CH2:15][CH3:16])=[O:13])(=[O:8])[C:2]1[CH:7]=[CH:6][CH:5]=[CH:4][CH:3]=1.[CH3:24][O:25][CH:26](OC)OC.CC1C=CC(S([O-])(=O)=O)=CC=1.C1C=C[NH+]=CC=1.CN(C=O)C. Given the product [C:1]([N:9]1[C@@H:10]([C:18]2[CH:19]=[CH:20][CH:21]=[CH:22][CH:23]=2)[C@H:11]([C:12]([O:14][CH2:15][CH3:16])=[O:13])[O:17][CH:24]1[O:25][CH3:26])(=[O:8])[C:2]1[CH:3]=[CH:4][CH:5]=[CH:6][CH:7]=1, predict the reactants needed to synthesize it. (3) Given the product [CH:17]1([NH:16][C:11]2[O:12][C:13]([CH3:15])([CH3:14])[CH:8]([C:4]3[CH:5]=[CH:6][CH:7]=[C:2]([C:29]4[CH:30]=[N:25][CH:26]=[N:27][CH:28]=4)[CH:3]=3)[S:9](=[O:24])(=[O:23])[N:10]=2)[CH2:22][CH2:21][CH2:20][CH2:19][CH2:18]1, predict the reactants needed to synthesize it. The reactants are: Br[C:2]1[CH:3]=[C:4]([CH:8]2[C:13]([CH3:15])([CH3:14])[O:12][C:11]([NH:16][CH:17]3[CH2:22][CH2:21][CH2:20][CH2:19][CH2:18]3)=[N:10][S:9]2(=[O:24])=[O:23])[CH:5]=[CH:6][CH:7]=1.[N:25]1[CH:30]=[C:29](B(O)O)[CH:28]=[N:27][CH:26]=1.C(=O)([O-])[O-].[Cs+].[Cs+]. (4) Given the product [C:50]1([C:33]2[C:28]3[N:27]=[C:26]([C:20]4([NH2:23])[CH2:19][CH2:18][N:17]([C:13]5[N:12]=[CH:11][N:10]=[C:9]6[C:14]=5[N:15]=[CH:16][NH:8]6)[CH2:22][CH2:21]4)[NH:25][C:29]=3[CH:30]=[CH:31][CH:32]=2)[CH:55]=[CH:54][CH:53]=[CH:52][CH:51]=1, predict the reactants needed to synthesize it. The reactants are: CC(OC([N:8]1[CH:16]=[N:15][C:14]2[C:9]1=[N:10][CH:11]=[N:12][C:13]=2[N:17]1[CH2:22][CH2:21][C:20]2([C:26]3=[N:27][C:28]4[C:33](OS(C(F)(F)F)(=O)=O)=[CH:32][CH:31]=[CH:30][C:29]=4[N:25]3C(=O)[N:23]2C(OC(C)(C)C)=O)[CH2:19][CH2:18]1)=O)(C)C.[C:50]1(B(O)O)[CH:55]=[CH:54][CH:53]=[CH:52][CH:51]=1.[F-].[Cs+].[OH-].[Na+].Cl. (5) Given the product [CH2:1]([N:8]=[C:9]([Cl:18])[C:10]1[CH:15]=[CH:14][CH:13]=[N:12][CH:11]=1)[C:2]1[CH:7]=[CH:6][CH:5]=[CH:4][CH:3]=1, predict the reactants needed to synthesize it. The reactants are: [CH2:1]([NH:8][C:9](=O)[C:10]1[CH:15]=[CH:14][CH:13]=[N:12][CH:11]=1)[C:2]1[CH:7]=[CH:6][CH:5]=[CH:4][CH:3]=1.P(Cl)(Cl)(Cl)(Cl)[Cl:18].